This data is from CYP1A2 inhibition data for predicting drug metabolism from PubChem BioAssay. The task is: Regression/Classification. Given a drug SMILES string, predict its absorption, distribution, metabolism, or excretion properties. Task type varies by dataset: regression for continuous measurements (e.g., permeability, clearance, half-life) or binary classification for categorical outcomes (e.g., BBB penetration, CYP inhibition). Dataset: cyp1a2_veith. (1) The drug is CCN(CC(=O)Nc1ccc([N+](=O)[O-])cc1OC)c1ccccc1. The result is 1 (inhibitor). (2) The drug is CCc1nnc(NC(=O)CSc2nc(C3CCCCC3)nc3ccccc23)s1. The result is 0 (non-inhibitor).